Task: Predict the reaction yield, written as a fraction of the theoretical maximum amount of product (1.0 means a 100% yield; for example, 0.34 means a 34% yield).. Dataset: Reaction yield outcomes from USPTO patents with 853,638 reactions (1) The reactants are [NH2:1][C:2]1[C:3]2[N:4]([C:8]([CH:18]3[CH2:21][CH2:20][CH2:19]3)=[N:9][C:10]=2[C:11]2[CH:12]=[C:13]([OH:17])[CH:14]=[CH:15][CH:16]=2)[CH:5]=[CH:6][N:7]=1.[C:22](=O)([O-:24])[O-:23].[Cs+].[Cs+].Br[CH2:29][CH2:30][OH:31].C([O-])(O)=O.[Na+]. The catalyst is CN(C=O)C. The product is [CH:22]([OH:24])=[O:23].[NH2:1][C:2]1[C:3]2[N:4]([C:8]([CH:18]3[CH2:21][CH2:20][CH2:19]3)=[N:9][C:10]=2[C:11]2[CH:12]=[C:13]([CH:14]=[CH:15][CH:16]=2)[O:17][CH2:29][CH2:30][OH:31])[CH:5]=[CH:6][N:7]=1. The yield is 0.120. (2) The reactants are [CH:1]1([N:6]2[C:15]3[C:10](=[CH:11][N:12]=[C:13]([S:16][CH3:17])[N:14]=3)[CH:9]=[CH:8][S:7]2(=[O:19])=[O:18])[CH2:5][CH2:4][CH2:3][CH2:2]1.C1(S(N2C(C3C=CC=CC=3)O2)(=O)=[O:27])C=CC=CC=1. The catalyst is ClCCl.CO. The product is [CH:1]1([N:6]2[C:15]3[C:10](=[CH:11][N:12]=[C:13]([S:16]([CH3:17])=[O:27])[N:14]=3)[CH:9]=[CH:8][S:7]2(=[O:18])=[O:19])[CH2:2][CH2:3][CH2:4][CH2:5]1. The yield is 0.830. (3) The reactants are [C:1]([C@@H:3]1[C:11]2[C:6](=[CH:7][CH:8]=[CH:9][CH:10]=2)[C@H:5]([NH:12][C:13](=[O:24])[C:14]2[CH:19]=[CH:18][CH:17]=[C:16]([C:20]([F:23])([F:22])[F:21])[CH:15]=2)[CH2:4]1)#[N:2].[N-:25]=[N+:26]=[N-:27].[Na+].Cl. The catalyst is [Br-].[Zn+2].[Br-].C(O)CC.O. The product is [NH:25]1[C:1]([C@@H:3]2[C:11]3[C:6](=[CH:7][CH:8]=[CH:9][CH:10]=3)[C@H:5]([NH:12][C:13](=[O:24])[C:14]3[CH:19]=[CH:18][CH:17]=[C:16]([C:20]([F:22])([F:21])[F:23])[CH:15]=3)[CH2:4]2)=[N:2][N:27]=[N:26]1. The yield is 0.390. (4) The yield is 0.950. The product is [Br:1][C:2]1[CH:3]=[C:4]([NH2:28])[C:5]([NH:6][CH2:7][C:8]2[CH:13]=[CH:12][C:11]([O:14][CH2:15][C:16]3[CH:21]=[CH:20][C:19]([O:22][CH3:23])=[CH:18][CH:17]=3)=[C:10]([O:24][CH3:25])[CH:9]=2)=[CH:26][CH:27]=1. The catalyst is O1CCCC1.C(O)C.[Fe]. The reactants are [Br:1][C:2]1[CH:27]=[CH:26][C:5]([NH:6][CH2:7][C:8]2[CH:13]=[CH:12][C:11]([O:14][CH2:15][C:16]3[CH:21]=[CH:20][C:19]([O:22][CH3:23])=[CH:18][CH:17]=3)=[C:10]([O:24][CH3:25])[CH:9]=2)=[C:4]([N+:28]([O-])=O)[CH:3]=1.O.[Cl-].[NH4+]. (5) The reactants are [F:1][C:2]([F:12])([F:11])[C:3]1[CH:9]=[C:8]([Br:10])[CH:7]=[CH:6][C:4]=1[NH2:5].[C:13](OC(=O)C)(=[O:15])[CH3:14]. The catalyst is O1CCCC1. The product is [Br:10][C:8]1[CH:7]=[CH:6][C:4]([NH:5][C:13](=[O:15])[CH3:14])=[C:3]([C:2]([F:1])([F:11])[F:12])[CH:9]=1. The yield is 0.900. (6) The reactants are F[P-](F)(F)(F)(F)F.[N:8]1(O[P+](N(C)C)(N(C)C)N(C)C)[C:12]2[CH:13]=CC=C[C:11]=2N=N1.[OH:28][CH:29]1[CH2:32][N:31]([C:33]2[CH:41]=[CH:40][C:36]([C:37]([OH:39])=O)=[CH:35][CH:34]=2)[CH2:30]1.CC(N)C.C(N(CC)C(C)C)(C)C. The catalyst is C(Cl)Cl. The product is [OH:28][CH:29]1[CH2:30][N:31]([C:33]2[CH:34]=[CH:35][C:36]([C:37]([NH:8][CH:12]([CH3:13])[CH3:11])=[O:39])=[CH:40][CH:41]=2)[CH2:32]1. The yield is 0.943. (7) The reactants are [CH2:1]([C:3]1[N:4]=[C:5]([CH3:10])[NH:6][C:7]=1[CH:8]=[O:9])[CH3:2].P([O-])(O)(O)=[O:12].[Na+].CC(=CC)C.Cl([O-])=O.[Na+]. The catalyst is O.C(O)(C)(C)C. The product is [CH2:1]([C:3]1[N:4]=[C:5]([CH3:10])[NH:6][C:7]=1[C:8]([OH:12])=[O:9])[CH3:2]. The yield is 0.250. (8) The reactants are [CH2:1]([O:3][P:4]([CH2:9][C:10]1[CH:18]=[CH:17][C:13]([C:14](O)=[O:15])=[CH:12][CH:11]=1)([O:6][CH2:7][CH3:8])=[O:5])[CH3:2].B.C1COCC1.C1C=C[NH+]=CC=1.[O-][Cr](Cl)(=O)=O.C(OCC)C. The catalyst is C1COCC1.C(Cl)Cl. The product is [CH2:7]([O:6][P:4]([CH2:9][C:10]1[CH:11]=[CH:12][C:13]([CH:14]=[O:15])=[CH:17][CH:18]=1)([O:3][CH2:1][CH3:2])=[O:5])[CH3:8]. The yield is 0.770.